Dataset: Full USPTO retrosynthesis dataset with 1.9M reactions from patents (1976-2016). Task: Predict the reactants needed to synthesize the given product. (1) The reactants are: [F:1][C:2]1[CH:3]=[C:4]([C:12]2[C:13]([CH3:18])=[N:14][NH:15][C:16]=2[NH2:17])[C:5]2[O:10][CH2:9][CH2:8][O:7][C:6]=2[CH:11]=1.[Cl:19][C:20]1[C:21]([OH:29])=[CH:22][C:23]([F:28])=[C:24]([CH:27]=1)[CH:25]=O. Given the product [Cl:19][C:20]1[CH:27]=[C:24]([C:25]2[C:3]3[C:4](=[C:5]4[O:10][CH2:9][CH2:8][O:7][C:6]4=[CH:11][C:2]=3[F:1])[C:12]3[C:13]([CH3:18])=[N:14][NH:15][C:16]=3[N:17]=2)[C:23]([F:28])=[CH:22][C:21]=1[OH:29], predict the reactants needed to synthesize it. (2) Given the product [CH3:19][O:18][CH2:17][C:15]1[N:16]=[C:12]([CH2:11][N:8]2[N:7]=[C:6]([N+:3]([O-:5])=[O:4])[CH:10]=[N:9]2)[S:13][CH:14]=1, predict the reactants needed to synthesize it. The reactants are: N#N.[N+:3]([C:6]1[CH:10]=[N:9][N:8]([CH2:11][C:12]2[S:13][CH:14]=[C:15]([CH2:17][OH:18])[N:16]=2)[N:7]=1)([O-:5])=[O:4].[CH3:19]I. (3) Given the product [C:1]([O:5][C:6](=[O:17])[NH:7][C:8]1[CH:13]=[C:12]([O:14][CH3:15])[CH:11]=[CH:10][C:9]=1[CH2:16][CH:23]([OH:26])[CH2:24][CH3:25])([CH3:4])([CH3:3])[CH3:2], predict the reactants needed to synthesize it. The reactants are: [C:1]([O:5][C:6](=[O:17])[NH:7][C:8]1[CH:13]=[C:12]([O:14][CH3:15])[CH:11]=[CH:10][C:9]=1[CH3:16])([CH3:4])([CH3:3])[CH3:2].[Li]C(CC)C.[CH:23](=[O:26])[CH2:24][CH3:25]. (4) Given the product [Cl:6][C:7]1[CH:22]=[C:21]([C:23]([N:25]2[CH2:34][C:33]3[CH:32]=[N:31][N:30]([CH3:35])[C:29]=3[NH:28][C:27]3[CH:36]=[CH:37][CH:38]=[CH:39][C:26]2=3)=[O:24])[CH:20]=[CH:19][C:8]=1[CH2:9][NH:10][C:11]([CH:13]1[CH2:14][CH2:15][N:16]([CH2:1][CH2:2][CH3:3])[CH2:17][CH2:18]1)=[O:12], predict the reactants needed to synthesize it. The reactants are: [CH:1](=O)[CH2:2][CH3:3].Cl.[Cl:6][C:7]1[CH:22]=[C:21]([C:23]([N:25]2[CH2:34][C:33]3[CH:32]=[N:31][N:30]([CH3:35])[C:29]=3[NH:28][C:27]3[CH:36]=[CH:37][CH:38]=[CH:39][C:26]2=3)=[O:24])[CH:20]=[CH:19][C:8]=1[CH2:9][NH:10][C:11]([CH:13]1[CH2:18][CH2:17][NH:16][CH2:15][CH2:14]1)=[O:12].C(O[BH-](OC(=O)C)OC(=O)C)(=O)C.[Na+]. (5) The reactants are: Cl[C:2]1[C:11]2=[N:12][N:13](CC3C=CC(OC)=CC=3)[CH:14]=[C:10]2[C:9]2[CH:8]=[C:7]([O:24][CH3:25])[CH:6]=[CH:5][C:4]=2[N:3]=1.[CH3:26][O:27][C:28]1[CH:29]=[C:30]([CH:32]=[CH:33][CH:34]=1)[NH2:31].Cl. Given the product [CH3:26][O:27][C:28]1[CH:29]=[C:30]([NH:31][C:2]2[C:11]3=[N:12][NH:13][CH:14]=[C:10]3[C:9]3[CH:8]=[C:7]([O:24][CH3:25])[CH:6]=[CH:5][C:4]=3[N:3]=2)[CH:32]=[CH:33][CH:34]=1, predict the reactants needed to synthesize it. (6) Given the product [Br:1][C:2]1[CH:3]([CH2:7][CH2:8][OH:9])[CH2:4][CH2:5][CH:6]=1, predict the reactants needed to synthesize it. The reactants are: [Br:1][C:2]1[CH:3]([CH2:7][C:8](N(C)C)=[O:9])[CH2:4][CH2:5][CH:6]=1.C([BH-](CC)CC)C.[Li+].